Dataset: Retrosynthesis with 50K atom-mapped reactions and 10 reaction types from USPTO. Task: Predict the reactants needed to synthesize the given product. (1) The reactants are: COCCn1c(NC(=O)c2ccc(C#N)cc2)nc2cc(CO[Si](C(C)C)(C(C)C)C(C)C)ccc21. Given the product COCCn1c(NC(=O)c2ccc(C#N)cc2)nc2cc(CO)ccc21, predict the reactants needed to synthesize it. (2) The reactants are: ClCCN1CCOCC1.O=C1NCN(c2ccccc2)C12CCN(C1CCCCCCCCC1)CC2. Given the product O=C1N(CCN2CCOCC2)CN(c2ccccc2)C12CCN(C1CCCCCCCCC1)CC2, predict the reactants needed to synthesize it. (3) Given the product CNCCOc1ccccc1C(=O)N1Cc2nn3c(C)c(Cl)c(C)nc3c2C1, predict the reactants needed to synthesize it. The reactants are: Cc1nc2c3c(nn2c(C)c1Cl)CN(C(=O)c1ccccc1OCCN(C)C(=O)OC(C)(C)C)C3. (4) The reactants are: CN1CCNCC1.O=C(NC1N=C(c2ccccc2)c2ccccc2N(CCBr)C1=O)c1cc2ccccc2[nH]1. Given the product CN1CCN(CCN2C(=O)C(NC(=O)c3cc4ccccc4[nH]3)N=C(c3ccccc3)c3ccccc32)CC1, predict the reactants needed to synthesize it. (5) Given the product CCOC(=O)c1cc(Br)c(OCc2c(-c3ccccc3)noc2C)nc1C, predict the reactants needed to synthesize it. The reactants are: CCOC(=O)c1cc(Br)c(O)nc1C.Cc1onc(-c2ccccc2)c1CO.